From a dataset of Forward reaction prediction with 1.9M reactions from USPTO patents (1976-2016). Predict the product of the given reaction. (1) Given the reactants [N:1]1[CH:6]=[CH:5][CH:4]=[N:3][C:2]=1[N:7]1[CH:11]=[C:10]([CH:12]=O)[N:9]=[CH:8]1.N1(C2C=C[C:22]([CH:23]=[O:24])=CC=2)C=CC=N1, predict the reaction product. The product is: [N:3]1[CH:4]=[CH:5][CH:6]=[N:1][C:2]=1[N:7]1[CH:11]=[C:10]([CH:12]=[CH:22][CH:23]=[O:24])[N:9]=[CH:8]1. (2) Given the reactants [Br:1][C:2]1[CH:3]=[CH:4][CH:5]=[C:6]2[C:11]=1[N:10]=[C:9]([Cl:12])[C:8]([CH:13]=O)=[CH:7]2.[CH3:15][C:16]([S@:19]([NH2:21])=[O:20])([CH3:18])[CH3:17], predict the reaction product. The product is: [Br:1][C:2]1[CH:3]=[CH:4][CH:5]=[C:6]2[C:11]=1[N:10]=[C:9]([Cl:12])[C:8](/[CH:13]=[N:21]/[S@@:19]([C:16]([CH3:18])([CH3:17])[CH3:15])=[O:20])=[CH:7]2.